From a dataset of Experimentally validated miRNA-target interactions with 360,000+ pairs, plus equal number of negative samples. Binary Classification. Given a miRNA mature sequence and a target amino acid sequence, predict their likelihood of interaction. (1) The miRNA is hsa-miR-122-3p with sequence AACGCCAUUAUCACACUAAAUA. The protein sequence of the target gene is MVVLLCLCVLLWEEAHGWGFKNGIFHNSIWLEQAAGVYHREARAGRYKLTYAEAKAVCEFEGGRLATYKQLEAARKIGFHVCAAGWMAKGRVGYPIVKPGPNCGFGKTGIIDYGIRLNRSERWDAYCYNPHAKECGGVFTDPKRIFKSPGFPNEYDDNQVCYWHIRLKYGQRIHLSFLDFDLEHDPGCLADYVEIYDSYDDVHGFVGRYCGDELPEDIISTGNVMTLKFLSDASVTAGGFQIKYVTVDPASKSSQAKNTSTTGNKKFLPGRFSHL. Result: 0 (no interaction). (2) The miRNA is hsa-miR-6729-3p with sequence UCAUCCCCCUCGCCCUCUCAG. The protein sequence of the target gene is MTSSHAMNITPLAQLALLFSTLLLPGTQALLAPTTPDAGSALNLTFDPWTRTLTWACDTAAGNVTVTSCTVTSREAGIHRRVSPFGCRCWFRRMMALHHGVTLDVNGTVGGAAAHWRLSFVNEGAAGSGAENLTCEIRAARFLSCAWREGPAAPADVRYSLRVLNSTGHDVARCMADPGDDVITQCIANDLSLLGSEAYLVVTGRSGAGPVRFLDDVVATKALERLGPPRDVTASCNSSHCTVSWAPPSTWASLTARDFQFEVQWQSAEPGSTPRKVLVVEETRLAFPSPAPHGGHKVKV.... Result: 0 (no interaction). (3) The miRNA is hsa-miR-6893-5p with sequence CAGGCAGGUGUAGGGUGGAGC. The protein sequence of the target gene is MFNSVNLGNFCSPSRKERGADFGERGSCASNLYLPSCTYYMPEFSTVSSFLPQAPSRQISYPYSAQVPPVREVSYGLEPSGKWHHRNSYSSCYAAADELMHRECLPPSTVTEILMKNEGSYGGHHHPSAPHATPAGFYSSVNKNSVLPQAFDRFFDNAYCGGGDPPAEPPCSGKGEAKGEPEAPPASGLASRAEAGAEAEAEEENTNPSSSGSAHSVAKEPAKGAAPNAPRTRKKRCPYSKFQIRELEREFFFNVYINKEKRLQLSRMLNLTDRQVKIWFQNRRMKEKKLSRDRLQYFSG.... Result: 1 (interaction). (4) The miRNA is hsa-miR-125a-5p with sequence UCCCUGAGACCCUUUAACCUGUGA. The protein sequence of the target gene is MSENLDNEGPKPMESCGQESSSALSCPTVSVPPAAPAALEEVEKEGAGAATGPGPQPGLYSYIRDDLFTSEIFKLELQNVPRHASFSDVRRFLGRFGLQPHKTKLFGQPPCAFVTFRSAAERDKALRVLHGALWKGRPLSVRLARPKADPMARRRRQEGESEPPVTRVADVVTPLWTVPYAEQLERKQLECEQVLQKLAKEIGSTNRALLPWLLEQRHKHNKACCPLEGVRPSPQQTEYRNKCEFLVGVGVDGEDNTVGCRLGKYKGGTCAVAAPFDTVHIPEATKQVVKAFQEFIRSTP.... Result: 1 (interaction). (5) The miRNA is hsa-let-7b-5p with sequence UGAGGUAGUAGGUUGUGUGGUU. The protein sequence of the target gene is MELKKSPDGGWGWVIVFVSFLTQFLCYGSPLAVGVLYIEWLDAFGEGKGKTAWVGSLASGVGLLASPVCSLCVSSFGARPVTIFSGFMVAGGLMLSSFAPNIYFLFFSYGIVVGLGCGLLYTATVTITCQYFDDRRGLALGLISTGSSVGLFIYAALQRMLVEFYGLDGCLLIVGALALNILACGSLMRPLQSSDCPLPKKIAPEDLPDKYSIYNEKGKNLEENINILDKSYSSEEKCRITLANGDWKQDSLLHKNPTVTHTKEPETYKKKVAEQTYFCKQLAKRKWQLYKNYCGETVAL.... Result: 1 (interaction).